The task is: Predict which catalyst facilitates the given reaction.. This data is from Catalyst prediction with 721,799 reactions and 888 catalyst types from USPTO. (1) Reactant: C[O:2][C:3](=[O:37])[CH2:4][CH2:5][NH:6][C:7](=[O:36])[C:8]1[CH:13]=[CH:12][C:11]([O:14][CH:15]([C:20]2[CH:25]=[CH:24][C:23]([C:26]3[CH:31]=[CH:30][C:29]([C:32]([F:35])([F:34])[F:33])=[CH:28][N:27]=3)=[CH:22][CH:21]=2)[CH2:16][CH2:17][CH2:18][CH3:19])=[CH:10][CH:9]=1.[OH-].[Na+].Cl. Product: [F:35][C:32]([F:33])([F:34])[C:29]1[CH:30]=[CH:31][C:26]([C:23]2[CH:24]=[CH:25][C:20]([CH:15]([O:14][C:11]3[CH:10]=[CH:9][C:8]([C:7]([NH:6][CH2:5][CH2:4][C:3]([OH:37])=[O:2])=[O:36])=[CH:13][CH:12]=3)[CH2:16][CH2:17][CH2:18][CH3:19])=[CH:21][CH:22]=2)=[N:27][CH:28]=1. The catalyst class is: 1. (2) Reactant: [CH3:1][N:2]([CH3:17])[C:3]1[CH:8]=[CH:7][C:6]([C:9]2[CH:10]=[C:11]([CH3:16])[C:12]([NH2:15])=[N:13][CH:14]=2)=[CH:5][CH:4]=1.[CH3:18][C:19]1[O:23][C:22]([CH2:24][CH2:25][C:26](Cl)=[O:27])=[CH:21][CH:20]=1. Product: [CH3:1][N:2]([CH3:17])[C:3]1[CH:4]=[CH:5][C:6]([C:9]2[CH:10]=[C:11]([CH3:16])[C:12]([NH:15][C:26](=[O:27])[CH2:25][CH2:24][C:22]3[O:23][C:19]([CH3:18])=[CH:20][CH:21]=3)=[N:13][CH:14]=2)=[CH:7][CH:8]=1. The catalyst class is: 17. (3) Reactant: [CH:1]1([S:5][C:6]2[CH:14]=[CH:13][CH:12]=[CH:11][C:7]=2[C:8]([NH2:10])=O)[CH2:4][CH2:3][CH2:2]1.B.C1COCC1.[ClH:21]. Product: [ClH:21].[CH:1]1([S:5][C:6]2[CH:14]=[CH:13][CH:12]=[CH:11][C:7]=2[CH2:8][NH2:10])[CH2:4][CH2:3][CH2:2]1. The catalyst class is: 1. (4) Reactant: Cl.Cl.[NH2:3][CH:4]([C:16]1[CH:21]=[CH:20][CH:19]=[CH:18][CH:17]=1)[C:5]([O:7][C@@H:8]1[CH:13]2[CH2:14][CH2:15][N:10]([CH2:11][CH2:12]2)[CH2:9]1)=[O:6].C(N(CC)CC)C.[C:29](Cl)(=[O:37])[O:30][CH:31]1[CH2:36][CH2:35][CH2:34][CH2:33][CH2:32]1. Product: [CH:31]1([O:30][C:29]([NH:3][CH:4]([C:16]2[CH:21]=[CH:20][CH:19]=[CH:18][CH:17]=2)[C:5]([O:7][C@@H:8]2[CH:13]3[CH2:12][CH2:11][N:10]([CH2:15][CH2:14]3)[CH2:9]2)=[O:6])=[O:37])[CH2:36][CH2:35][CH2:34][CH2:33][CH2:32]1. The catalyst class is: 2. (5) Reactant: [CH2:1]([C:3]1[S:21][C:6]2[NH:7][C:8](=[O:20])[N:9]([CH2:12][CH2:13][C:14]3[CH:19]=[CH:18][CH:17]=[CH:16][CH:15]=3)[C:10](=[O:11])[C:5]=2[CH:4]=1)[CH3:2].Br[CH2:23][C:24]1[CH:29]=[CH:28][C:27]([C:30]2[CH:35]=[CH:34][CH:33]=[CH:32][C:31]=2[C:36]2[N:40]=[C:39](C(Cl)(Cl)Cl)[O:38][N:37]=2)=[CH:26][CH:25]=1.C(=O)([O-])[O-:46].[K+].[K+].CN(C)C=O. Product: [CH2:1]([C:3]1[S:21][C:6]2[N:7]([CH2:23][C:24]3[CH:29]=[CH:28][C:27]([C:30]4[CH:35]=[CH:34][CH:33]=[CH:32][C:31]=4[C:36]4[NH:40][C:39](=[O:46])[O:38][N:37]=4)=[CH:26][CH:25]=3)[C:8](=[O:20])[N:9]([CH2:12][CH2:13][C:14]3[CH:19]=[CH:18][CH:17]=[CH:16][CH:15]=3)[C:10](=[O:11])[C:5]=2[CH:4]=1)[CH3:2]. The catalyst class is: 13. (6) Reactant: N#N.[CH3:3][C:4]1([C:9]2[S:13][C:12]([CH2:14][N:15]3[N:19]=[C:18]([N+:20]([O-])=O)[CH:17]=[N:16]3)=[CH:11][CH:10]=2)[O:8][CH2:7][CH2:6][O:5]1.[NH4+].[Cl-]. Product: [CH3:3][C:4]1([C:9]2[S:13][C:12]([CH2:14][N:15]3[N:19]=[C:18]([NH2:20])[CH:17]=[N:16]3)=[CH:11][CH:10]=2)[O:8][CH2:7][CH2:6][O:5]1. The catalyst class is: 314. (7) Reactant: C([N:8]1[CH2:13][CH2:12][CH2:11][C:10]([CH2:15][OH:16])([OH:14])[CH2:9]1)C1C=CC=CC=1.[H][H]. The catalyst class is: 358. Product: [OH:16][CH2:15][C:10]1([OH:14])[CH2:11][CH2:12][CH2:13][NH:8][CH2:9]1.